From a dataset of Forward reaction prediction with 1.9M reactions from USPTO patents (1976-2016). Predict the product of the given reaction. The product is: [Br:1][C:20]1[N:21]=[CH:22][C:17]([N:12]2[CH2:11][C@H:10]([CH3:9])[O:15][C@H:14]([CH3:16])[CH2:13]2)=[N:18][C:19]=1[C:23]1[CH:27]=[CH:26][O:25][C:24]=1[CH3:28]. Given the reactants [Br:1]N1C(=O)CCC1=O.[CH3:9][C@H:10]1[O:15][C@@H:14]([CH3:16])[CH2:13][N:12]([C:17]2[CH:22]=[N:21][CH:20]=[C:19]([C:23]3[CH:27]=[CH:26][O:25][C:24]=3[CH3:28])[N:18]=2)[CH2:11]1, predict the reaction product.